From a dataset of P-glycoprotein inhibition data for predicting drug efflux from Broccatelli et al.. Regression/Classification. Given a drug SMILES string, predict its absorption, distribution, metabolism, or excretion properties. Task type varies by dataset: regression for continuous measurements (e.g., permeability, clearance, half-life) or binary classification for categorical outcomes (e.g., BBB penetration, CYP inhibition). Dataset: pgp_broccatelli. The molecule is COc1ccc(CCN(C)CCC[C@@](C#N)(c2cc(OC)c(OC)c(OC)c2)C(C)C)cc1OC. The result is 1 (inhibitor).